Dataset: Forward reaction prediction with 1.9M reactions from USPTO patents (1976-2016). Task: Predict the product of the given reaction. (1) Given the reactants [CH3:1][O:2][C:3]1[CH:4]=[C:5]([CH:10]=[CH:11][CH:12]=1)[C:6](=[O:9])[CH2:7]Br.[N-:13]=[N+:14]=[N-:15].[Na+], predict the reaction product. The product is: [N:13]([CH2:7][C:6]([C:5]1[CH:10]=[CH:11][CH:12]=[C:3]([O:2][CH3:1])[CH:4]=1)=[O:9])=[N+:14]=[N-:15]. (2) Given the reactants [H-].[Na+].[C:3]([SiH2:7][O:8][C:9]([CH3:19])([CH3:18])[C:10]1[CH:15]=[CH:14][N:13]=[C:12]([NH2:16])[C:11]=1[CH3:17])([CH3:6])([CH3:5])[CH3:4].Cl[C:21]1[S:22][C:23]([C:26]#[N:27])=[CH:24][N:25]=1.Cl, predict the reaction product. The product is: [C:3]([SiH2:7][O:8][C:9]([CH3:19])([CH3:18])[C:10]1[CH:15]=[CH:14][N:13]=[C:12]([NH:16][C:21]2[S:22][C:23]([C:26]#[N:27])=[CH:24][N:25]=2)[C:11]=1[CH3:17])([CH3:6])([CH3:5])[CH3:4]. (3) The product is: [CH2:1]([NH:5][CH2:7][CH2:8][CH2:9][O:10][C:11]1[CH:16]=[CH:15][C:14]([C:17]2[CH:18]=[CH:19][C:20]([C:23]([O:25][CH2:26][CH3:27])=[O:24])=[CH:21][CH:22]=2)=[CH:13][C:12]=1[C:28]1[CH:37]=[CH:36][C:35]2[C:34]([CH3:39])([CH3:38])[CH2:33][CH2:32][C:31]([CH3:41])([CH3:40])[C:30]=2[CH:29]=1)[CH2:2][CH2:3][CH3:4]. Given the reactants [CH2:1]([NH2:5])[CH2:2][CH2:3][CH3:4].I[CH2:7][CH2:8][CH2:9][O:10][C:11]1[CH:16]=[CH:15][C:14]([C:17]2[CH:22]=[CH:21][C:20]([C:23]([O:25][CH2:26][CH3:27])=[O:24])=[CH:19][CH:18]=2)=[CH:13][C:12]=1[C:28]1[CH:37]=[CH:36][C:35]2[C:34]([CH3:39])([CH3:38])[CH2:33][CH2:32][C:31]([CH3:41])([CH3:40])[C:30]=2[CH:29]=1, predict the reaction product. (4) Given the reactants [F:1][C:2]([F:10])([F:9])[C:3]([F:8])([F:7])[C:4]([O-])=O.[K+].IC1[CH:14]=[CH:15][C:16]2[O:21][CH:20]([C:22]([F:25])([F:24])[F:23])[C:19]([C:26]([O:28][CH2:29][CH3:30])=[O:27])=[CH:18][C:17]=2[CH:31]=1, predict the reaction product. The product is: [F:7][C:3]([F:8])([C:4]1[CH:14]=[CH:15][C:16]2[O:21][CH:20]([C:22]([F:25])([F:23])[F:24])[C:19]([C:26]([O:28][CH2:29][CH3:30])=[O:27])=[CH:18][C:17]=2[CH:31]=1)[C:2]([F:10])([F:9])[F:1]. (5) Given the reactants [I:1][C:2]1[C:10]2[C:5](=[N:6][CH:7]=[N:8][C:9]=2[NH2:11])[NH:4][N:3]=1.C1C=CC(P(C2C=CC=CC=2)C2C=CC=CC=2)=CC=1.[CH3:31][N:32]1[CH2:36][CH2:35][C@H:34](O)[CH2:33]1.CCOC(/N=N/C(OCC)=O)=O, predict the reaction product. The product is: [I:1][C:2]1[C:10]2[C:5](=[N:6][CH:7]=[N:8][C:9]=2[NH2:11])[N:4]([CH:34]2[CH2:35][CH2:36][N:32]([CH3:31])[CH2:33]2)[N:3]=1. (6) Given the reactants [Br:1][C:2]1[CH:3]=[N:4][C:5]2[N:6]([N:8]=[C:9]([C:11]([OH:13])=O)[CH:10]=2)[CH:7]=1.[N:14]1[N:18]2[CH2:19][CH2:20][NH:21][CH2:22][C:17]2=[CH:16][CH:15]=1, predict the reaction product. The product is: [Br:1][C:2]1[CH:3]=[N:4][C:5]2[N:6]([N:8]=[C:9]([C:11]([N:21]3[CH2:20][CH2:19][N:18]4[N:14]=[CH:15][CH:16]=[C:17]4[CH2:22]3)=[O:13])[CH:10]=2)[CH:7]=1. (7) Given the reactants C(OC([N:11]1[CH2:16][CH2:15][N:14]([C:17]2[NH:18][C:19]([C:25]3[CH:30]=[CH:29][N:28]=[C:27](/[CH:31]=[CH:32]/[C:33]4[CH:38]=[CH:37][C:36]([CH2:39][N:40]5[CH2:45][CH2:44][O:43][CH2:42][CH2:41]5)=[CH:35][CH:34]=4)[CH:26]=3)=[CH:20][C:21]=2[C:22](=[O:24])[NH2:23])[CH2:13][CH2:12]1)=O)C1C=CC=CC=1.[BrH:46], predict the reaction product. The product is: [BrH:46].[N:40]1([CH2:39][C:36]2[CH:35]=[CH:34][C:33](/[CH:32]=[CH:31]/[C:27]3[CH:26]=[C:25]([C:19]4[NH:18][C:17]([N:14]5[CH2:15][CH2:16][NH:11][CH2:12][CH2:13]5)=[C:21]([C:22]([NH2:23])=[O:24])[CH:20]=4)[CH:30]=[CH:29][N:28]=3)=[CH:38][CH:37]=2)[CH2:45][CH2:44][O:43][CH2:42][CH2:41]1.